Dataset: Forward reaction prediction with 1.9M reactions from USPTO patents (1976-2016). Task: Predict the product of the given reaction. (1) Given the reactants [C:1]([O:4][CH2:5][CH2:6]/[CH:7]=[C:8]1\[O:9][C:10](=[O:15])[O:11][C:12]\1([CH3:14])[CH3:13])(=[O:3])[CH3:2].[C:16](OCC)(=O)C=C.COC1C=CC(O)=CC=1, predict the reaction product. The product is: [C:1]([O:4][CH2:5][CH2:6]/[CH:7]=[C:8]1\[O:9][C:10](=[O:15])[O:11][C:12]\1([CH3:14])[CH3:13])(=[O:3])[CH:2]=[CH2:16]. (2) Given the reactants [C:1]([N:4]1[C:13]2[C:8](=[CH:9][C:10]([C:14]3[N:15]=[CH:16][N:17]([CH2:19][CH2:20][NH:21]C(OC(C)(C)C)=O)[CH:18]=3)=[CH:11][CH:12]=2)[C@H:7]([NH:29][C:30](=[O:35])[O:31][CH:32]([CH3:34])[CH3:33])[CH2:6][C@@H:5]1[CH3:36])(=[O:3])[CH3:2].[ClH:37].CCOCC, predict the reaction product. The product is: [ClH:37].[C:1]([N:4]1[C:13]2[C:8](=[CH:9][C:10]([C:14]3[N:15]=[CH:16][N:17]([CH2:19][CH2:20][NH2:21])[CH:18]=3)=[CH:11][CH:12]=2)[C@H:7]([NH:29][C:30](=[O:35])[O:31][CH:32]([CH3:33])[CH3:34])[CH2:6][C@@H:5]1[CH3:36])(=[O:3])[CH3:2]. (3) Given the reactants Br[C:2]1[C:3]([OH:13])=[C:4]([CH:9]=[C:10]([F:12])[CH:11]=1)[C:5]([O:7][CH3:8])=[O:6].[CH2:14]([OH:18])[CH2:15][C:16]#[CH:17].C(N(CC)CC)C, predict the reaction product. The product is: [F:12][C:10]1[CH:9]=[C:4]([C:5]([O:7][CH3:8])=[O:6])[C:3]2[O:13][C:16]([CH2:15][CH2:14][OH:18])=[CH:17][C:2]=2[CH:11]=1.